From a dataset of Full USPTO retrosynthesis dataset with 1.9M reactions from patents (1976-2016). Predict the reactants needed to synthesize the given product. (1) Given the product [O:12]([CH2:11][CH2:10][CH2:9][CH2:8][CH2:7][CH2:6][CH2:5][CH2:4][NH2:1])[C:13]1[CH:18]=[CH:17][CH:16]=[CH:15][CH:14]=1, predict the reactants needed to synthesize it. The reactants are: [N:1]([CH2:4][CH2:5][CH2:6][CH2:7][CH2:8][CH2:9][CH2:10][CH2:11][O:12][C:13]1[CH:18]=[CH:17][CH:16]=[CH:15][CH:14]=1)=[N+]=[N-].C(OCCCCCCCCCCN)CCC.BrCCCCCCCCOC1C=CC=CC=1.[N-]=[N+]=[N-].[Na+]. (2) The reactants are: Cl[C:2]1[CH:7]=[CH:6][N:5]=[C:4]2[CH:8]=[C:9]([C:11]3[CH:16]=[CH:15][CH:14]=[C:13]([O:17][CH3:18])[CH:12]=3)[O:10][C:3]=12.[CH3:19][C:20]1[C:28]([NH2:29])=[CH:27][CH:26]=[C:25]2[C:21]=1[CH:22]=[CH:23][NH:24]2. Given the product [CH3:18][O:17][C:13]1[CH:12]=[C:11]([C:9]2[O:10][C:3]3[C:4](=[N:5][CH:6]=[CH:7][C:2]=3[NH:29][C:28]3[C:20]([CH3:19])=[C:21]4[C:25](=[CH:26][CH:27]=3)[NH:24][CH:23]=[CH:22]4)[CH:8]=2)[CH:16]=[CH:15][CH:14]=1, predict the reactants needed to synthesize it. (3) Given the product [Cl:35][C:32]1[CH:31]=[CH:30][C:29]([NH:28][C:21]2[C:22]3[C:27](=[CH:26][CH:25]=[CH:24][CH:23]=3)[C:18]([O:1][CH2:2][C:3]3[CH:8]=[CH:7][N:6]=[CH:5][CH:4]=3)=[N:19][N:20]=2)=[CH:34][CH:33]=1, predict the reactants needed to synthesize it. The reactants are: [OH:1][CH2:2][C:3]1[CH:8]=[CH:7][N:6]=[CH:5][CH:4]=1.[H-].[Na+].CN(C=O)C.Cl.Cl[C:18]1[C:27]2[C:22](=[CH:23][CH:24]=[CH:25][CH:26]=2)[C:21]([NH:28][C:29]2[CH:34]=[CH:33][C:32]([Cl:35])=[CH:31][CH:30]=2)=[N:20][N:19]=1. (4) Given the product [CH2:18]([O:17][C:15](=[O:16])[CH2:14][CH2:13][CH2:12][CH2:11][CH2:10][CH2:9][N:8]([CH2:7][C:6]1[CH:5]=[CH:4][C:3]([CH:1]([OH:2])[CH2:26][CH2:27][C:28]2[CH:33]=[CH:32][CH:31]=[CH:30][CH:29]=2)=[CH:25][CH:24]=1)[S:20]([CH3:23])(=[O:22])=[O:21])[CH3:19], predict the reactants needed to synthesize it. The reactants are: [CH:1]([C:3]1[CH:25]=[CH:24][C:6]([CH2:7][N:8]([S:20]([CH3:23])(=[O:22])=[O:21])[CH2:9][CH2:10][CH2:11][CH2:12][CH2:13][CH2:14][C:15]([O:17][CH2:18][CH3:19])=[O:16])=[CH:5][CH:4]=1)=[O:2].[CH2:26]([Mg]Cl)[CH2:27][C:28]1[CH:33]=[CH:32][CH:31]=[CH:30][CH:29]=1.O.Cl.